Dataset: Full USPTO retrosynthesis dataset with 1.9M reactions from patents (1976-2016). Task: Predict the reactants needed to synthesize the given product. (1) Given the product [NH2:3][C:2]1[S:1][C:11]2[C:6]([N:5]=1)=[CH:7][CH:8]=[C:9]([O:12][C:13]1[CH:14]=[C:15]([NH:20][C:21](=[O:33])[C:22]3[CH:27]=[CH:26][CH:25]=[C:24]([C:28]([C:31]#[N:32])([CH3:29])[CH3:30])[CH:23]=3)[CH:16]=[CH:17][C:18]=1[Cl:19])[N:10]=2, predict the reactants needed to synthesize it. The reactants are: [S-:1][C:2]#[N:3].[K+].[NH2:5][C:6]1[CH:7]=[CH:8][C:9]([O:12][C:13]2[CH:14]=[C:15]([NH:20][C:21](=[O:33])[C:22]3[CH:27]=[CH:26][CH:25]=[C:24]([C:28]([C:31]#[N:32])([CH3:30])[CH3:29])[CH:23]=3)[CH:16]=[CH:17][C:18]=2[Cl:19])=[N:10][CH:11]=1.BrBr. (2) Given the product [N:10]1[CH:11]=[CH:12][CH:13]=[CH:14][C:9]=1[C:5]1[CH:4]=[C:3]([OH:2])[CH:8]=[CH:7][CH:6]=1, predict the reactants needed to synthesize it. The reactants are: C[O:2][C:3]1[CH:4]=[C:5]([C:9]2[CH:14]=[CH:13][CH:12]=[CH:11][N:10]=2)[CH:6]=[CH:7][CH:8]=1.Cl.N1C=CC=CC=1.[OH-].[Na+]. (3) The reactants are: [CH3:1][O:2][C:3]1[CH:9]=[CH:8][C:7]([O:10]C)=[CH:6][C:4]=1[NH2:5].C[O:13][C:14]1[C:23]2[C:18](=[CH:19][CH:20]=[CH:21][CH:22]=2)[C:17](C(O)=O)=[CH:16][CH:15]=1. Given the product [OH:13][C:14]1[C:23]2[C:18](=[CH:19][CH:20]=[CH:21][CH:22]=2)[C:17]([C:1]2[O:2][C:3]3[CH:9]=[CH:8][C:7]([OH:10])=[CH:6][C:4]=3[N:5]=2)=[CH:16][CH:15]=1, predict the reactants needed to synthesize it. (4) Given the product [CH3:1][C:2]1([CH3:41])[CH2:7][CH2:6][CH:5]([C:8]2[C:12]([CH2:13][N:14]([CH3:26])[CH2:15][CH2:16][NH:17][CH3:18])=[CH:11][NH:10][N:9]=2)[CH2:4][C@H:3]1[O:33][CH2:34][CH:35]1[CH2:36][CH2:37][O:38][CH2:39][CH2:40]1, predict the reactants needed to synthesize it. The reactants are: [CH3:1][C:2]1([CH3:41])[CH2:7][CH2:6][CH:5]([C:8]2[C:12]([CH2:13][N:14]([CH3:26])[CH2:15][CH2:16][N:17](C)[C:18](=O)OC(C)(C)C)=[CH:11][N:10](C3CCCCO3)[N:9]=2)[CH2:4][C@H:3]1[O:33][CH2:34][CH:35]1[CH2:40][CH2:39][O:38][CH2:37][CH2:36]1.Cl. (5) Given the product [C:33]([O:32][C:28]1[C:27]([CH3:36])=[C:26]([CH:31]=[CH:30][CH:29]=1)[C:24]([NH:8][C@@H:9]([CH2:15][C:16]1[CH:21]=[CH:20][CH:19]=[CH:18][CH:17]=1)[C@H:10]([OH:14])[C:11]([OH:13])=[O:12])=[O:25])(=[O:35])[CH3:34], predict the reactants needed to synthesize it. The reactants are: CCN(CC)CC.[NH2:8][C@@H:9]([CH2:15][C:16]1[CH:21]=[CH:20][CH:19]=[CH:18][CH:17]=1)[C@H:10]([OH:14])[C:11]([OH:13])=[O:12].Cl.Cl[C:24]([C:26]1[C:27]([CH3:36])=[C:28]([O:32][C:33](=[O:35])[CH3:34])[CH:29]=[CH:30][CH:31]=1)=[O:25].[Na+].[Cl-]. (6) The reactants are: Br[C:2]1[CH:7]=[CH:6][C:5]([C:8]2([C:11]([N:13]3[CH2:17][CH2:16][C@@:15]4([C:21]5[CH:22]=[CH:23][CH:24]=[CH:25][C:20]=5[C:19](=[O:26])[O:18]4)[CH2:14]3)=[O:12])[CH2:10][CH2:9]2)=[CH:4][CH:3]=1.O1CCCC1.[CH3:32][C:33]1[C:37](B2OC(C)(C)C(C)(C)O2)=[C:36]([CH3:47])[O:35][N:34]=1.C(P(C(C)(C)C)C(C)(C)C)(C)(C)C.[F-].[K+]. Given the product [CH3:32][C:33]1[C:37]([C:2]2[CH:3]=[CH:4][C:5]([C:8]3([C:11]([N:13]4[CH2:17][CH2:16][C@@:15]5([C:21]6[CH:22]=[CH:23][CH:24]=[CH:25][C:20]=6[C:19](=[O:26])[O:18]5)[CH2:14]4)=[O:12])[CH2:10][CH2:9]3)=[CH:6][CH:7]=2)=[C:36]([CH3:47])[O:35][N:34]=1, predict the reactants needed to synthesize it. (7) Given the product [C:1]([C:5]1[CH:36]=[CH:35][CH:34]=[CH:33][C:6]=1[O:7][CH:8]1[CH2:13][CH2:12][N:11]([C:14](=[O:32])[CH:15]([C:26]2[CH:27]=[CH:28][CH:29]=[CH:30][CH:31]=2)[CH2:16][OH:17])[CH2:10][CH2:9]1)([CH3:4])([CH3:2])[CH3:3], predict the reactants needed to synthesize it. The reactants are: [C:1]([C:5]1[CH:36]=[CH:35][CH:34]=[CH:33][C:6]=1[O:7][CH:8]1[CH2:13][CH2:12][N:11]([C:14](=[O:32])[CH:15]([C:26]2[CH:31]=[CH:30][CH:29]=[CH:28][CH:27]=2)[C:16](OCC2C=CC=CC=2)=[O:17])[CH2:10][CH2:9]1)([CH3:4])([CH3:3])[CH3:2].[BH4-].[Li+]. (8) Given the product [NH2:1][C:2]1[NH:3][C:4](=[O:21])[C:5]2[N:6]=[CH:7][N:8]([C@H:11]3[C@@:15]([OH:16])([CH3:17])[C@H:14]([F:18])[C@@H:13]([CH2:19][OH:20])[O:12]3)[C:9]=2[N:10]=1, predict the reactants needed to synthesize it. The reactants are: [NH2:1][C:2]1[N:10]=[C:9]2[C:5]([N:6]=[CH:7][N:8]2[C@H:11]2[C@:15]([CH3:17])([OH:16])[C@H:14]([F:18])[C@@H:13]([CH2:19][OH:20])[O:12]2)=[C:4]([O:21]C)[N:3]=1.CCN(C(C)C)C(C)C.[Na+].[I-].C[Si](Cl)(C)C.C(N(CC)CC)C. (9) Given the product [Cl:1][C:2]1[CH:15]=[CH:14][CH:13]=[C:12]([CH3:16])[C:3]=1[CH2:4][NH:5][C:6]1[S:7][C:8](=[CH:27][C:23]2[CH:24]=[CH:25][C:26]3[C:21](=[CH:20][CH:19]=[CH:18][N:17]=3)[N:22]=2)[C:9](=[O:11])[N:10]=1, predict the reactants needed to synthesize it. The reactants are: [Cl:1][C:2]1[CH:15]=[CH:14][CH:13]=[C:12]([CH3:16])[C:3]=1[CH2:4][NH:5][C:6]1[S:7][CH2:8][C:9](=[O:11])[N:10]=1.[N:17]1[C:26]2[C:21](=[N:22][C:23]([CH:27]=O)=[CH:24][CH:25]=2)[CH:20]=[CH:19][CH:18]=1.C(O)(=O)C1C=CC=CC=1.N1CCCCC1. (10) Given the product [Br:1][C:2]1[CH:3]=[N:4][C:5]([N:8]2[CH2:13][CH2:12][CH:11]([C@H:14]3[CH2:16][C@H:15]3[CH2:17][O:18][CH2:22][C:23]3[CH:28]=[CH:27][C:26]([S:29][CH3:30])=[CH:25][CH:24]=3)[CH2:10][CH2:9]2)=[N:6][CH:7]=1, predict the reactants needed to synthesize it. The reactants are: [Br:1][C:2]1[CH:3]=[N:4][C:5]([N:8]2[CH2:13][CH2:12][CH:11]([C@H:14]3[CH2:16][C@H:15]3[CH2:17][OH:18])[CH2:10][CH2:9]2)=[N:6][CH:7]=1.[H-].[Na+].Br[CH2:22][C:23]1[CH:28]=[CH:27][C:26]([S:29][CH3:30])=[CH:25][CH:24]=1.